This data is from Peptide-MHC class I binding affinity with 185,985 pairs from IEDB/IMGT. The task is: Regression. Given a peptide amino acid sequence and an MHC pseudo amino acid sequence, predict their binding affinity value. This is MHC class I binding data. (1) The peptide sequence is KEYKNVEIEV. The MHC is Mamu-A11 with pseudo-sequence Mamu-A11. The binding affinity (normalized) is 0.410. (2) The peptide sequence is WTGMVDGWY. The MHC is HLA-A02:01 with pseudo-sequence HLA-A02:01. The binding affinity (normalized) is 0.0847. (3) The peptide sequence is SALRTGWHM. The MHC is H-2-Kb with pseudo-sequence H-2-Kb. The binding affinity (normalized) is 0.120. (4) The peptide sequence is APLAHRLGM. The MHC is HLA-A11:01 with pseudo-sequence HLA-A11:01. The binding affinity (normalized) is 0.0847.